This data is from Reaction yield outcomes from USPTO patents with 853,638 reactions. The task is: Predict the reaction yield, written as a fraction of the theoretical maximum amount of product (1.0 means a 100% yield; for example, 0.34 means a 34% yield). (1) The reactants are [CH3:1][O:2][C:3]([C:5]1([C:8]2[CH:13]=[CH:12][C:11]([OH:14])=[C:10]([N+:15]([O-])=O)[CH:9]=2)[CH2:7][CH2:6]1)=[O:4]. The catalyst is CO.[Ni]. The product is [CH3:1][O:2][C:3]([C:5]1([C:8]2[CH:13]=[CH:12][C:11]([OH:14])=[C:10]([NH2:15])[CH:9]=2)[CH2:7][CH2:6]1)=[O:4]. The yield is 0.740. (2) The reactants are [CH2:1]([C:3]1[N:7]([C:8]2[CH:13]=[CH:12][CH:11]=[CH:10][CH:9]=2)[N:6]=[CH:5][C:4]=1[C:14]1[N:15]=[CH:16][N:17]([C:19]2[CH:20]=[C:21]([NH2:26])[CH:22]=[CH:23][C:24]=2[CH3:25])[CH:18]=1)[CH3:2].[Li+].C[Si]([N-][Si](C)(C)C)(C)C.C[O:38][C:39](=O)[C:40]1[CH:45]=[C:44]([C:46]([CH3:49])([CH3:48])[CH3:47])[CH:43]=[C:42]([NH:50][S:51]([CH3:54])(=[O:53])=[O:52])[C:41]=1[O:55][CH3:56].C([O-])(O)=O.[Na+]. The catalyst is C1COCC1. The product is [C:46]([C:44]1[CH:43]=[C:42]([NH:50][S:51]([CH3:54])(=[O:53])=[O:52])[C:41]([O:55][CH3:56])=[C:40]([CH:45]=1)[C:39]([NH:26][C:21]1[CH:22]=[CH:23][C:24]([CH3:25])=[C:19]([N:17]2[CH:18]=[C:14]([C:4]3[CH:5]=[N:6][N:7]([C:8]4[CH:13]=[CH:12][CH:11]=[CH:10][CH:9]=4)[C:3]=3[CH2:1][CH3:2])[N:15]=[CH:16]2)[CH:20]=1)=[O:38])([CH3:49])([CH3:47])[CH3:48]. The yield is 0.400.